From a dataset of Full USPTO retrosynthesis dataset with 1.9M reactions from patents (1976-2016). Predict the reactants needed to synthesize the given product. (1) Given the product [F:1][C:2]1[CH:9]=[CH:8][CH:7]=[CH:6][C:3]=1[CH:4]=[CH2:11], predict the reactants needed to synthesize it. The reactants are: [F:1][C:2]1[CH:9]=[CH:8][CH:7]=[CH:6][C:3]=1[CH:4]=O.I[C:11]1C=CC=CC=1C=O. (2) Given the product [Br:1][C:2]1[CH:3]=[C:4]([CH2:12][Br:14])[CH:5]=[CH:6][C:7]=1[O:8][CH2:9][CH2:10][CH3:11], predict the reactants needed to synthesize it. The reactants are: [Br:1][C:2]1[CH:3]=[C:4]([CH2:12]O)[CH:5]=[CH:6][C:7]=1[O:8][CH2:9][CH2:10][CH3:11].[BrH:14]. (3) Given the product [OH:3][C:4]1[C:5]([C:11]#[N:12])=[CH:6][N:16]=[C:15]([S:14][CH3:13])[N:17]=1, predict the reactants needed to synthesize it. The reactants are: C([O:3][CH:4]=[C:5]([C:11]#[N:12])[C:6](OCC)=O)C.[CH3:13][S:14][C:15](=[NH:17])[NH2:16].C[O-].[Na+].[Na].